This data is from Peptide-MHC class II binding affinity with 134,281 pairs from IEDB. The task is: Regression. Given a peptide amino acid sequence and an MHC pseudo amino acid sequence, predict their binding affinity value. This is MHC class II binding data. (1) The peptide sequence is KMIGGIGGFIKVRQYDQITI. The MHC is HLA-DPA10201-DPB10501 with pseudo-sequence HLA-DPA10201-DPB10501. The binding affinity (normalized) is 0.406. (2) The peptide sequence is LRHFQKDAKVLFQNW. The MHC is DRB5_0101 with pseudo-sequence DRB5_0101. The binding affinity (normalized) is 0.330. (3) The MHC is DRB1_0301 with pseudo-sequence DRB1_0301. The peptide sequence is PWMQVPLEVKREACP. The binding affinity (normalized) is 0.422. (4) The peptide sequence is PTFAKAMEKLSVLKV. The MHC is DRB3_0202 with pseudo-sequence DRB3_0202. The binding affinity (normalized) is 0.0339. (5) The peptide sequence is GTKGEAKDVIPEGWK. The MHC is HLA-DPA10103-DPB10201 with pseudo-sequence HLA-DPA10103-DPB10201. The binding affinity (normalized) is 0.125. (6) The peptide sequence is CYGIKWLALSKT. The MHC is H-2-IAs with pseudo-sequence H-2-IAs. The binding affinity (normalized) is 0.0567. (7) The peptide sequence is AYPSVLGQTIRNSRW. The MHC is HLA-DPA10201-DPB10101 with pseudo-sequence HLA-DPA10201-DPB10101. The binding affinity (normalized) is 0.324. (8) The binding affinity (normalized) is 0.0813. The MHC is DRB5_0101 with pseudo-sequence DRB5_0101. The peptide sequence is QRAAEPWRDDQRSRS. (9) The peptide sequence is AAATAGTQVYGAFAA. The MHC is HLA-DQA10501-DQB10301 with pseudo-sequence HLA-DQA10501-DQB10301. The binding affinity (normalized) is 0.631.